From a dataset of Full USPTO retrosynthesis dataset with 1.9M reactions from patents (1976-2016). Predict the reactants needed to synthesize the given product. (1) Given the product [C:1]([O:5][C:6]([N:8]([CH3:37])[C@@H:9]([CH3:36])[C:10]([NH:12][C@@H:13]([CH:30]1[CH2:35][CH2:34][O:33][CH2:32][CH2:31]1)[C:14]([N:16]1[C:20]2=[N:21][CH:22]=[CH:23][CH:24]=[C:19]2[CH2:18][C@H:17]1[C:25]([OH:27])=[O:26])=[O:15])=[O:11])=[O:7])([CH3:4])([CH3:3])[CH3:2], predict the reactants needed to synthesize it. The reactants are: [C:1]([O:5][C:6]([N:8]([CH3:37])[C@@H:9]([CH3:36])[C:10]([NH:12][C@@H:13]([CH:30]1[CH2:35][CH2:34][O:33][CH2:32][CH2:31]1)[C:14]([N:16]1[C:20]2=[N:21][CH:22]=[CH:23][CH:24]=[C:19]2[CH2:18][C@H:17]1[C:25]([O:27]CC)=[O:26])=[O:15])=[O:11])=[O:7])([CH3:4])([CH3:3])[CH3:2].C1COCC1.[Li+].[OH-].OS([O-])(=O)=O.[K+]. (2) Given the product [CH3:32][O:31][C:30]1[C:25]([O:13][CH2:12][CH2:11][CH2:10][CH2:9][C:8]2[C:4]([CH2:1][CH2:2][CH3:3])=[N:5][N:6]([C:14]3[CH:19]=[CH:18][C:17]([C:20]([F:22])([F:21])[F:23])=[CH:16][N:15]=3)[CH:7]=2)=[C:26]([CH2:33][C:34]([OH:36])=[O:35])[CH:27]=[CH:28][CH:29]=1, predict the reactants needed to synthesize it. The reactants are: [CH2:1]([C:4]1[C:8]([CH2:9][CH2:10][CH2:11][CH2:12][OH:13])=[CH:7][N:6]([C:14]2[CH:19]=[CH:18][C:17]([C:20]([F:23])([F:22])[F:21])=[CH:16][N:15]=2)[N:5]=1)[CH2:2][CH3:3].O[C:25]1[C:30]([O:31][CH3:32])=[CH:29][CH:28]=[CH:27][C:26]=1[CH2:33][C:34]([O:36]C)=[O:35].C(P(CCCC)CCCC)CCC.N(C(N1CCCCC1)=O)=NC(N1CCCCC1)=O. (3) Given the product [CH3:43][C:12]1([CH3:11])[CH2:21][CH:20]=[C:19]([C:2]2[S:1][CH:5]=[CH:4][N:3]=2)[C:18]2[CH:17]=[C:16](/[CH:30]=[CH:31]/[C:32]3[CH:33]=[CH:34][C:35]([C:36]([O:38][CH2:39][CH3:40])=[O:37])=[CH:41][CH:42]=3)[CH:15]=[CH:14][C:13]1=2, predict the reactants needed to synthesize it. The reactants are: [S:1]1[CH:5]=[CH:4][N:3]=[CH:2]1.C([Li])CCC.[CH3:11][C:12]1([CH3:43])[CH2:21][CH:20]=[C:19](OS(C(F)(F)F)(=O)=O)[C:18]2[CH:17]=[C:16](/[CH:30]=[CH:31]/[C:32]3[CH:42]=[CH:41][C:35]([C:36]([O:38][CH2:39][CH3:40])=[O:37])=[CH:34][CH:33]=3)[CH:15]=[CH:14][C:13]1=2.[NH4+].[Cl-].